From a dataset of Forward reaction prediction with 1.9M reactions from USPTO patents (1976-2016). Predict the product of the given reaction. (1) Given the reactants [Cl-].[Al+3].[Cl-].[Cl-].[CH3:5][O:6][C:7]1[CH:8]=[C:9]([C:12]([O:17]C)=[CH:13][C:14]=1[O:15][CH3:16])[CH:10]=[O:11].O.Cl, predict the reaction product. The product is: [CH3:5][O:6][C:7]1[CH:8]=[C:9]([C:12]([OH:17])=[CH:13][C:14]=1[O:15][CH3:16])[CH:10]=[O:11]. (2) Given the reactants [NH2:1][C:2]1[CH:21]=[CH:20][C:5]([O:6][C:7]2[CH:12]=[CH:11][N:10]=[C:9]3[CH:13]=[C:14]([C:16]([O:18][CH3:19])=[O:17])[S:15][C:8]=23)=[CH:4][C:3]=1[F:22].[F:23][C:24]1[CH:29]=[CH:28][C:27]([CH3:30])=[CH:26][C:25]=1[N:31]=[C:32]=[O:33], predict the reaction product. The product is: [F:22][C:3]1[CH:4]=[C:5]([CH:20]=[CH:21][C:2]=1[NH:1][C:32]([NH:31][C:25]1[CH:26]=[C:27]([CH3:30])[CH:28]=[CH:29][C:24]=1[F:23])=[O:33])[O:6][C:7]1[CH:12]=[CH:11][N:10]=[C:9]2[CH:13]=[C:14]([C:16]([O:18][CH3:19])=[O:17])[S:15][C:8]=12. (3) Given the reactants [F:1][C:2]1[CH:3]=[C:4]([C:8]2([N:19]3[CH2:23][CH2:22][CH2:21]C3)[CH2:13][CH2:12][CH:11]([CH2:14][CH2:15][CH2:16][NH:17][CH3:18])[CH2:10][CH2:9]2)[CH:5]=[CH:6][CH:7]=1.N1CCC1, predict the reaction product. The product is: [N:19]1([C:8]2([C:4]3[CH:5]=[CH:6][CH:7]=[C:2]([F:1])[CH:3]=3)[CH2:9][CH2:10][CH:11]([CH2:14][CH2:15][CH2:16][NH:17][CH3:18])[CH2:12][CH2:13]2)[CH2:23][CH2:22][CH2:21]1. (4) The product is: [Cl:1][C:2]1[CH:3]=[C:4]([CH:26]=[CH:27][C:28]=1[Cl:29])[O:5][CH:6]1[CH2:7][CH2:8][N:9]([CH2:12][CH:13]2[CH2:18][CH2:17][CH2:16][NH:15][CH2:14]2)[CH2:10][CH2:11]1. Given the reactants [Cl:1][C:2]1[CH:3]=[C:4]([CH:26]=[CH:27][C:28]=1[Cl:29])[O:5][CH:6]1[CH2:11][CH2:10][N:9]([CH2:12][CH:13]2[CH2:18][CH2:17][CH2:16][N:15](C(OC(C)(C)C)=O)[CH2:14]2)[CH2:8][CH2:7]1.FC(F)(F)C(O)=O, predict the reaction product. (5) Given the reactants [F:1][C:2]1[CH:7]=[CH:6][C:5]([C:8]2[N:17]=[C:16]([O:18][CH:19]3[CH2:36][CH:35]4[N:21]([C:22](=[O:42])[N:23]([CH3:41])[CH2:24][CH2:25][CH2:26][CH2:27][CH:28]=[CH:29][CH:30]5[C:32]([C:38](O)=[O:39])([NH:33][C:34]4=[O:37])[CH2:31]5)[CH2:20]3)[C:15]3[C:10](=[C:11]([CH3:45])[C:12]([O:43][CH3:44])=[CH:13][CH:14]=3)[N:9]=2)=[CH:4][CH:3]=1.C(Cl)CCl.[CH:50]1([S:53]([NH2:56])(=[O:55])=[O:54])[CH2:52][CH2:51]1.C1CCN2C(=NCCC2)CC1.C(O)(=O)CC(CC(O)=O)(C(O)=O)O, predict the reaction product. The product is: [F:1][C:2]1[CH:7]=[CH:6][C:5]([C:8]2[N:17]=[C:16]([O:18][CH:19]3[CH2:36][CH:35]4[N:21]([C:22](=[O:42])[N:23]([CH3:41])[CH2:24][CH2:25][CH2:26][CH2:27][CH:28]=[CH:29][CH:30]5[C:32]([C:38]([NH:56][S:53]([CH:50]6[CH2:52][CH2:51]6)(=[O:55])=[O:54])=[O:39])([NH:33][C:34]4=[O:37])[CH2:31]5)[CH2:20]3)[C:15]3[C:10](=[C:11]([CH3:45])[C:12]([O:43][CH3:44])=[CH:13][CH:14]=3)[N:9]=2)=[CH:4][CH:3]=1. (6) Given the reactants [CH3:1][N:2]1[CH2:7][CH2:6][N:5]([C@@H:8]2[C:16]3[C:11](=[CH:12][C:13]([C:17]([NH:19][C:20]4[CH:25]=[CH:24][C:23]([CH3:26])=[C:22]([NH:27][C:28]5[N:33]=[C:32]([C:34]6[CH:35]=[N:36][CH:37]=[CH:38][CH:39]=6)[CH:31]=[CH:30][N:29]=5)[CH:21]=4)=[O:18])=[CH:14][CH:15]=3)[CH2:10][CH2:9]2)[CH2:4][CH2:3]1.[S:40](=[O:44])(=[O:43])([OH:42])[OH:41], predict the reaction product. The product is: [S:40]([OH:44])([OH:43])(=[O:42])=[O:41].[CH3:1][N:2]1[CH2:7][CH2:6][N:5]([C@@H:8]2[C:16]3[C:11](=[CH:12][C:13]([C:17]([NH:19][C:20]4[CH:25]=[CH:24][C:23]([CH3:26])=[C:22]([NH:27][C:28]5[N:33]=[C:32]([C:34]6[CH:35]=[N:36][CH:37]=[CH:38][CH:39]=6)[CH:31]=[CH:30][N:29]=5)[CH:21]=4)=[O:18])=[CH:14][CH:15]=3)[CH2:10][CH2:9]2)[CH2:4][CH2:3]1. (7) Given the reactants [C:1]([C:3]1[CH:8]=[CH:7][C:6]([C:9]2([O:12][CH2:13][C:14]([CH3:17])([CH3:16])[CH3:15])[CH2:11][CH2:10]2)=[CH:5][C:4]=1C)#[CH:2].[CH3:19][O:20][C:21](=[O:30])[CH2:22][C:23]1[CH:28]=[CH:27][C:26](I)=[CH:25][CH:24]=1.[CH2:31](N(CC)CC)C, predict the reaction product. The product is: [CH3:17][C:14]([CH3:15])([CH3:16])[CH2:13][O:12][C:9]1([C:6]2[CH:5]=[CH:4][C:3]([C:1]#[C:2][C:26]3[CH:27]=[CH:28][C:23]([CH2:22][C:21]([O:20][CH3:19])=[O:30])=[CH:24][CH:25]=3)=[CH:8][C:7]=2[CH3:31])[CH2:10][CH2:11]1. (8) Given the reactants [Br:1][C:2]1[CH:3]=[CH:4][C:5]([F:21])=[C:6]([C@:8]2([CH3:20])[C:14]([F:16])([F:15])[C:13]([CH3:18])([CH3:17])[O:12][CH2:11][C:10](=S)[NH:9]2)[CH:7]=1.[NH3:22].C(OO)(C)(C)C, predict the reaction product. The product is: [Br:1][C:2]1[CH:3]=[CH:4][C:5]([F:21])=[C:6]([C@:8]2([CH3:20])[C:14]([F:16])([F:15])[C:13]([CH3:18])([CH3:17])[O:12][CH2:11][C:10]([NH2:22])=[N:9]2)[CH:7]=1. (9) Given the reactants C[N:2](C)/[CH:3]=[CH:4]/[C:5]([C:7]1[C:12](=[O:13])[CH:11]=[CH:10][N:9]([C:14]2[CH:19]=[CH:18][CH:17]=[C:16]([O:20][CH3:21])[CH:15]=2)[N:8]=1)=O.[O:23]1[C:28]2[CH:29]=[CH:30][C:31]([NH:33]N)=[CH:32][C:27]=2[O:26][CH2:25][CH2:24]1, predict the reaction product. The product is: [O:23]1[C:28]2[CH:29]=[CH:30][C:31]([N:33]3[C:5]([C:7]4[C:12](=[O:13])[CH:11]=[CH:10][N:9]([C:14]5[CH:19]=[CH:18][CH:17]=[C:16]([O:20][CH3:21])[CH:15]=5)[N:8]=4)=[CH:4][CH:3]=[N:2]3)=[CH:32][C:27]=2[O:26][CH2:25][CH2:24]1.